This data is from Full USPTO retrosynthesis dataset with 1.9M reactions from patents (1976-2016). The task is: Predict the reactants needed to synthesize the given product. (1) Given the product [CH2:20]([NH:26][C:27](=[O:28])[O:17][C:13]1[CH:12]=[C:11]2[C:16](=[CH:15][CH:14]=1)[N:8]([CH2:7][C:3]1[CH:2]=[N:1][CH:6]=[CH:5][CH:4]=1)[CH2:9][C:10]2([CH3:19])[CH3:18])[CH2:21][CH2:22][CH2:23][CH2:24][CH3:25], predict the reactants needed to synthesize it. The reactants are: [N:1]1[CH:6]=[CH:5][CH:4]=[C:3]([CH2:7][N:8]2[C:16]3[C:11](=[CH:12][C:13]([OH:17])=[CH:14][CH:15]=3)[C:10]([CH3:19])([CH3:18])[CH2:9]2)[CH:2]=1.[CH2:20]([N:26]=[C:27]=[O:28])[CH2:21][CH2:22][CH2:23][CH2:24][CH3:25]. (2) The reactants are: [BH4-].[Na+].[C:3]([C:6]1[O:10][N:9]=[C:8]([C:11]([NH:13][C@@H:14]([CH3:31])[CH2:15][N:16]2[CH:20]=[CH:19][C:18]([C:21]3[CH:26]=[C:25]([F:27])[C:24]([C:28]#[N:29])=[C:23]([Cl:30])[CH:22]=3)=[N:17]2)=[O:12])[CH:7]=1)(=[O:5])[CH3:4]. Given the product [Cl:30][C:23]1[CH:22]=[C:21]([C:18]2[CH:19]=[CH:20][N:16]([CH2:15][C@@H:14]([NH:13][C:11]([C:8]3[CH:7]=[C:6]([CH:3]([OH:5])[CH3:4])[O:10][N:9]=3)=[O:12])[CH3:31])[N:17]=2)[CH:26]=[C:25]([F:27])[C:24]=1[C:28]#[N:29], predict the reactants needed to synthesize it. (3) The reactants are: FC(F)(F)C(O)=O.[CH:8]1([CH2:11][CH2:12][O:13][C:14]2[NH:15][C:16]([NH2:25])=[C:17]3[C:21]([N:22]=2)=[N:20][C:19]([O:23][CH3:24])=[N:18]3)[CH2:10][CH2:9]1.Br[CH2:27][CH2:28][CH2:29][CH2:30][CH:31]1[CH2:36][CH2:35][O:34][CH2:33][CH2:32]1. Given the product [CH:8]1([CH2:11][CH2:12][O:13][C:14]2[N:22]=[C:21]3[C:17]([N:18]=[C:19]([O:23][CH3:24])[N:20]3[CH2:27][CH2:28][CH2:29][CH2:30][CH:31]3[CH2:36][CH2:35][O:34][CH2:33][CH2:32]3)=[C:16]([NH2:25])[N:15]=2)[CH2:10][CH2:9]1, predict the reactants needed to synthesize it. (4) Given the product [CH3:1][O:2][C:3](=[O:19])[C:4]1[CH:9]=[CH:8][CH:7]=[C:6]([CH:10]=[CH:25][C:24]2[CH:27]=[CH:28][C:29]([O:31][CH2:32][C:33]3[N:34]([C:41]4[C:42]([Cl:48])=[CH:43][CH:44]=[CH:45][C:46]=4[Cl:47])[N:35]=[N:36][C:37]=3[CH:38]([CH3:40])[CH3:39])=[CH:30][C:23]=2[Cl:22])[CH:5]=1, predict the reactants needed to synthesize it. The reactants are: [CH3:1][O:2][C:3](=[O:19])[C:4]1[CH:9]=[CH:8][CH:7]=[C:6]([CH2:10]P(OCC)(OCC)=O)[CH:5]=1.[H-].[Na+].[Cl:22][C:23]1[CH:30]=[C:29]([O:31][CH2:32][C:33]2[N:34]([C:41]3[C:46]([Cl:47])=[CH:45][CH:44]=[CH:43][C:42]=3[Cl:48])[N:35]=[N:36][C:37]=2[CH:38]([CH3:40])[CH3:39])[CH:28]=[CH:27][C:24]=1[CH:25]=O. (5) Given the product [Cl:1][C:2]1[CH:3]=[CH:4][C:5]([CH2:6][N:7]([CH2:34][CH:31]2[CH2:33][CH2:32]2)[C:8]([C:10]2[CH:11]=[CH:12][C:13]([C:16]3[CH:21]=[C:20]([C:22]4[O:23][C:24]([CH3:27])=[N:25][N:26]=4)[CH:19]=[CH:18][C:17]=3[CH3:28])=[CH:14][CH:15]=2)=[O:9])=[CH:29][CH:30]=1, predict the reactants needed to synthesize it. The reactants are: [Cl:1][C:2]1[CH:30]=[CH:29][C:5]([CH2:6][NH:7][C:8]([C:10]2[CH:15]=[CH:14][C:13]([C:16]3[CH:21]=[C:20]([C:22]4[O:23][C:24]([CH3:27])=[N:25][N:26]=4)[CH:19]=[CH:18][C:17]=3[CH3:28])=[CH:12][CH:11]=2)=[O:9])=[CH:4][CH:3]=1.[CH:31]1([CH2:34]Br)[CH2:33][CH2:32]1. (6) Given the product [CH3:7][Sn:6]([CH3:9])([CH3:8])[C:13]1[O:14][C:15]([Sn:6]([CH3:9])([CH3:8])[CH3:7])=[CH:11][CH:12]=1, predict the reactants needed to synthesize it. The reactants are: [Li]CCCC.[Sn:6](Cl)([CH3:9])([CH3:8])[CH3:7].[CH2:11]1[CH2:15][O:14][CH2:13][CH2:12]1. (7) Given the product [CH2:1]([N:8]1[CH2:9][CH:19]2[C:15](=[O:20])[CH:16]([CH2:17][CH2:18]2)[CH2:12]1)[C:2]1[CH:3]=[CH:4][CH:5]=[CH:6][CH:7]=1, predict the reactants needed to synthesize it. The reactants are: [CH2:1]([N:8]([CH2:12]OC)[CH2:9]OC)[C:2]1[CH:7]=[CH:6][CH:5]=[CH:4][CH:3]=1.[C:15]1(=[O:20])[CH2:19][CH2:18][CH2:17][CH2:16]1.C[Si](Cl)(C)C.